Dataset: Full USPTO retrosynthesis dataset with 1.9M reactions from patents (1976-2016). Task: Predict the reactants needed to synthesize the given product. (1) Given the product [N:4]([C:5]1[CH:6]=[C:7]([CH:11]=[CH:12][C:13]=1[O:14][CH3:15])[C:8]([OH:10])=[O:9])=[C:1]=[S:3], predict the reactants needed to synthesize it. The reactants are: [C:1](=[S:3])=S.[NH2:4][C:5]1[CH:6]=[C:7]([CH:11]=[CH:12][C:13]=1[O:14][CH3:15])[C:8]([OH:10])=[O:9].C(N(CC)CC)C.II.Cl.S([O-])([O-])=O.[Na+].[Na+].C(=O)([O-])O.[Na+]. (2) Given the product [CH3:30][N:31]1[CH2:36][CH2:35][N:34]([C:2]2[N:7]=[CH:6][C:5]([C:8]3[N:9]4[N:16]=[C:15]([C:17]5[CH:22]=[CH:21][N:20]=[CH:19][CH:18]=5)[C:14]([C:23]5[CH:24]=[C:25]([OH:29])[CH:26]=[CH:27][CH:28]=5)=[C:10]4[N:11]=[N:12][CH:13]=3)=[CH:4][CH:3]=2)[CH2:33][CH2:32]1, predict the reactants needed to synthesize it. The reactants are: Br[C:2]1[N:7]=[CH:6][C:5]([C:8]2[N:9]3[N:16]=[C:15]([C:17]4[CH:22]=[CH:21][N:20]=[CH:19][CH:18]=4)[C:14]([C:23]4[CH:24]=[C:25]([OH:29])[CH:26]=[CH:27][CH:28]=4)=[C:10]3[N:11]=[N:12][CH:13]=2)=[CH:4][CH:3]=1.[CH3:30][N:31]1[CH2:36][CH2:35][NH:34][CH2:33][CH2:32]1. (3) Given the product [F:1][C:2]([F:7])([F:6])[C:3]([OH:5])=[O:4].[Cl:8][C:9]1[C:10]2[C:17]([I:18])=[CH:16][N:15]([CH:19]3[CH2:24][CH2:23][NH:22][CH2:21][CH2:20]3)[C:11]=2[N:12]=[CH:13][N:14]=1, predict the reactants needed to synthesize it. The reactants are: [F:1][C:2]([F:7])([F:6])[C:3]([OH:5])=[O:4].[Cl:8][C:9]1[C:10]2[C:17]([I:18])=[CH:16][N:15]([CH:19]3[CH2:24][CH2:23][N:22](C(OC(C)(C)C)=O)[CH2:21][CH2:20]3)[C:11]=2[N:12]=[CH:13][N:14]=1. (4) Given the product [C:31](#[N:34])[CH3:32].[CH:31]([N:34]([CH:21]([CH3:23])[CH3:24])[CH2:35][CH3:36])([CH3:33])[CH3:32], predict the reactants needed to synthesize it. The reactants are: C(C1C=C(OC)C=C(C2C(O)=C([C:21]([CH3:24])([CH3:23])C)C=C(OC)C=2)C=1O)(C)(C)C.P(Cl)([O-])[O-].[CH:31]([NH:34][CH:35](C)[CH3:36])([CH3:33])[CH3:32]. (5) The reactants are: C[O:2][C:3](=[O:26])[CH2:4][CH2:5][N:6]1[C:11]2[CH:12]=[C:13]([CH3:17])[CH:14]=[C:15]([CH3:16])[C:10]=2[O:9][CH:8]([CH2:18][C:19]2[CH:24]=[CH:23][CH:22]=[CH:21][CH:20]=2)[C:7]1=[O:25].[OH-].[Na+]. Given the product [CH2:18]([CH:8]1[C:7](=[O:25])[N:6]([CH2:5][CH2:4][C:3]([OH:26])=[O:2])[C:11]2[CH:12]=[C:13]([CH3:17])[CH:14]=[C:15]([CH3:16])[C:10]=2[O:9]1)[C:19]1[CH:20]=[CH:21][CH:22]=[CH:23][CH:24]=1, predict the reactants needed to synthesize it. (6) Given the product [OH:30][CH:3]([C:4]1[CH:5]=[CH:6][C:7]([CH:10]=[O:11])=[N:8][CH:9]=1)[C:2]([OH:15])([CH3:12])[CH3:1], predict the reactants needed to synthesize it. The reactants are: [CH3:1][C:2]([CH3:12])=[CH:3][C:4]1[CH:5]=[CH:6][C:7]([CH:10]=[O:11])=[N:8][CH:9]=1.CS(C)=[O:15].BrN1C(=O)CCC1=O.C(=O)([O-])O.[Na+].[OH2:30]. (7) Given the product [CH2:1]([C:5]1[N:6]([CH2:14][C:15]2[CH:20]=[CH:19][C:18]([C:21]3[CH:26]=[CH:25][CH:24]=[CH:23][C:22]=3[C:27]3[NH:31][N:30]=[N:29][N:28]=3)=[CH:17][CH:16]=2)[C:7]([C:11]([O:13][CH2:40][CH2:39][CH2:38][CH2:37][C@H:36]([O:42][N+:43]([O-:45])=[O:44])[CH2:35][O:34][N+:32]([O-:46])=[O:33])=[O:12])=[C:8]([Cl:10])[N:9]=1)[CH2:2][CH2:3][CH3:4], predict the reactants needed to synthesize it. The reactants are: [CH2:1]([C:5]1[N:6]([CH2:14][C:15]2[CH:20]=[CH:19][C:18]([C:21]3[CH:26]=[CH:25][CH:24]=[CH:23][C:22]=3[C:27]3[NH:31][N:30]=[N:29][N:28]=3)=[CH:17][CH:16]=2)[C:7]([C:11]([OH:13])=[O:12])=[C:8]([Cl:10])[N:9]=1)[CH2:2][CH2:3][CH3:4].[N+:32]([O-:46])([O:34][CH2:35][C@@H:36]([O:42][N+:43]([O-:45])=[O:44])[CH2:37][CH2:38][CH2:39][CH2:40]O)=[O:33].Cl.C(N=C=NCCCN(C)C)C.ON1C2C=CC=CC=2N=N1.CN1CCOCC1. (8) Given the product [Br:1][C:2]1[CH:7]=[CH:6][C:5]([C:8]2[O:12][C:11]([CH3:13])=[N:10][CH:9]=2)=[C:4]([O:16][CH3:15])[CH:3]=1, predict the reactants needed to synthesize it. The reactants are: [Br:1][C:2]1[CH:7]=[CH:6][C:5]([C:8]2[O:12][C:11]([CH3:13])=[N:10][CH:9]=2)=[C:4](F)[CH:3]=1.[CH3:15][O-:16].[Na+]. (9) Given the product [Cl:20][C:21]1[CH:26]=[C:25]([O:13][C@H:8]([C:5]2[CH:6]=[CH:7][C:2]([Cl:1])=[CH:3][C:4]=2[N:14]2[CH:18]=[CH:17][C:16]([CH3:19])=[N:15]2)[C:9]([F:12])([F:11])[F:10])[N:24]=[C:23]([S:28][CH3:29])[N:22]=1, predict the reactants needed to synthesize it. The reactants are: [Cl:1][C:2]1[CH:7]=[CH:6][C:5]([C@@H:8]([OH:13])[C:9]([F:12])([F:11])[F:10])=[C:4]([N:14]2[CH:18]=[CH:17][C:16]([CH3:19])=[N:15]2)[CH:3]=1.[Cl:20][C:21]1[CH:26]=[C:25](Cl)[N:24]=[C:23]([S:28][CH3:29])[N:22]=1.C([O-])([O-])=O.[Cs+].[Cs+].